This data is from Catalyst prediction with 721,799 reactions and 888 catalyst types from USPTO. The task is: Predict which catalyst facilitates the given reaction. Product: [C:1]([O:5][C:6](=[O:29])[CH:7]([CH:15]([C:19]1[CH:28]=[CH:27][C:22]([C:23]([OH:25])=[O:24])=[CH:21][CH:20]=1)[CH2:16][CH2:17][CH3:18])[C:8]1[CH:13]=[CH:12][C:11]([Cl:14])=[CH:10][CH:9]=1)([CH3:2])([CH3:3])[CH3:4]. Reactant: [C:1]([O:5][C:6](=[O:29])[CH:7]([CH:15]([C:19]1[CH:28]=[CH:27][C:22]([C:23]([O:25]C)=[O:24])=[CH:21][CH:20]=1)[CH2:16][CH2:17][CH3:18])[C:8]1[CH:13]=[CH:12][C:11]([Cl:14])=[CH:10][CH:9]=1)([CH3:4])([CH3:3])[CH3:2].[OH-].[Na+]. The catalyst class is: 5.